This data is from Full USPTO retrosynthesis dataset with 1.9M reactions from patents (1976-2016). The task is: Predict the reactants needed to synthesize the given product. (1) Given the product [NH2:1][C:2]1[N:10]=[CH:9][N:8]=[C:7]2[C:3]=1[N:4]([C:30]1[CH:29]=[CH:28][C:27]([CH3:39])=[C:26]([O:25][CH3:24])[CH:31]=1)[C:5](=[O:23])[N:6]2[C@@H:11]1[CH2:15][CH2:14][N:13]([C:16]([O:18][C:19]([CH3:20])([CH3:22])[CH3:21])=[O:17])[CH2:12]1, predict the reactants needed to synthesize it. The reactants are: [NH2:1][C:2]1[N:10]=[CH:9][N:8]=[C:7]2[C:3]=1[NH:4][C:5](=[O:23])[N:6]2[C@@H:11]1[CH2:15][CH2:14][N:13]([C:16]([O:18][C:19]([CH3:22])([CH3:21])[CH3:20])=[O:17])[CH2:12]1.[CH3:24][O:25][C:26]1[CH:31]=[C:30](OC2C=CC=CC=2)[CH:29]=[CH:28][C:27]=1[CH3:39].N1C=CC=CC=1. (2) Given the product [F:1][C:2]1[CH:3]=[C:4]([CH:32]=[CH:33][CH:34]=1)[CH2:5][N:6]1[C:14]2[C:9](=[CH:10][C:11]([NH:15][C:16]3[C:21]4=[C:22]([CH2:25][N:26]5[CH2:27][CH2:28][S:29](=[O:43])[CH2:30][CH2:31]5)[CH:23]=[CH:24][N:20]4[N:19]=[CH:18][N:17]=3)=[CH:12][CH:13]=2)[CH:8]=[N:7]1, predict the reactants needed to synthesize it. The reactants are: [F:1][C:2]1[CH:3]=[C:4]([CH:32]=[CH:33][CH:34]=1)[CH2:5][N:6]1[C:14]2[C:9](=[CH:10][C:11]([NH:15][C:16]3[C:21]4=[C:22]([CH2:25][N:26]5[CH2:31][CH2:30][S:29][CH2:28][CH2:27]5)[CH:23]=[CH:24][N:20]4[N:19]=[CH:18][N:17]=3)=[CH:12][CH:13]=2)[CH:8]=[N:7]1.ClC1C=CC=C(C(OO)=[O:43])C=1. (3) Given the product [C:3]([O:7][C:8]([NH:10][C@@H:11]([CH2:16][C:19]1[CH:20]=[CH:21][C:22]([C:25]2[N:26]([CH2:44][O:45][CH2:46][CH2:47][Si:48]([CH3:51])([CH3:49])[CH3:50])[CH:27]=[C:28]([C:67]3[CH:66]=[CH:65][C:70]([O:71][CH2:72][CH2:23][CH2:24][CH2:19][CH2:20][CH2:21][CH3:22])=[CH:69][CH:68]=3)[N:29]=2)=[CH:23][CH:24]=1)[C:12]([O:14][CH3:15])=[O:13])=[O:9])([CH3:6])([CH3:5])[CH3:4], predict the reactants needed to synthesize it. The reactants are: II.[C:3]([O:7][C:8]([NH:10][C@@H:11]([CH2:16]I)[C:12]([O:14][CH3:15])=[O:13])=[O:9])([CH3:6])([CH3:5])[CH3:4].Br[C:19]1[CH:24]=[CH:23][C:22]([C:25]2[N:26]([CH2:44][O:45][CH2:46][CH2:47][Si:48]([CH3:51])([CH3:50])[CH3:49])[C:27](C3C=CC(OCCCCCCC)=CC=3)=[CH:28][N:29]=2)=[CH:21][CH:20]=1.C1(P(C2CCCCC2)C2C=CC=CC=2[C:65]2[C:70]([O:71][CH3:72])=[CH:69][CH:68]=[CH:67][C:66]=2OC)CCCCC1. (4) Given the product [Br:1][C:2]1[N:6]([C@@H:7]2[O:24][CH2:23][C@@H:18]([OH:19])[C@@H:13]([OH:14])[C@H:8]2[OH:9])[C:5]2[CH:25]=[CH:26][C:27]([Cl:29])=[CH:28][C:4]=2[N:3]=1, predict the reactants needed to synthesize it. The reactants are: [Br:1][C:2]1[N:6]([C@@H:7]2[O:24][CH2:23][C@@H:18]([O:19]C(=O)C)[C@@H:13]([O:14]C(=O)C)[C@H:8]2[O:9]C(=O)C)[C:5]2[CH:25]=[CH:26][C:27]([Cl:29])=[CH:28][C:4]=2[N:3]=1.[Li+].[OH-]. (5) The reactants are: [C:1]1([C:7]2[CH2:11][CH:10]([C:12]3[CH:17]=[CH:16][CH:15]=[CH:14][CH:13]=3)[N:9]([C:18]3[CH:25]=[CH:24][C:21]([CH:22]=O)=[CH:20][CH:19]=3)[N:8]=2)[CH:6]=[CH:5][CH:4]=[CH:3][CH:2]=1.[I-:26].[I-].[CH3:28][N+:29]1[C:33]2=[CH:34][C:35]3[C:36]([CH3:44])([CH3:43])[C:37]([CH3:42])=[N+:38]([CH3:41])[C:39]=3[CH:40]=[C:32]2[C:31]([CH3:46])([CH3:45])[C:30]=1[CH3:47]. Given the product [I-:26].[I-:26].[C:1]1([C:7]2[CH2:11][CH:10]([C:12]3[CH:17]=[CH:16][CH:15]=[CH:14][CH:13]=3)[N:9]([C:18]3[CH:25]=[CH:24][C:21]([CH:22]=[CH:47][C:30]4[C:31]([CH3:46])([CH3:45])[C:32]5[C:33]([N+:29]=4[CH3:28])=[CH:34][C:35]4[C:36]([CH3:44])([CH3:43])[C:37]([CH:42]=[CH:22][C:21]6[CH:20]=[CH:19][C:18]([N:9]7[CH:10]([C:12]8[CH:17]=[CH:16][CH:15]=[CH:14][CH:13]=8)[CH2:11][C:7]([C:1]8[CH:6]=[CH:5][CH:4]=[CH:3][CH:2]=8)=[N:8]7)=[CH:25][CH:24]=6)=[N+:38]([CH3:41])[C:39]=4[CH:40]=5)=[CH:20][CH:19]=3)[N:8]=2)[CH:6]=[CH:5][CH:4]=[CH:3][CH:2]=1, predict the reactants needed to synthesize it. (6) Given the product [NH:10]1[CH:11]=[C:7]([C:5]2[O:6][N:2]=[CH:3][CH:4]=2)[N:8]=[CH:9]1, predict the reactants needed to synthesize it. The reactants are: C[N:2](C)/[CH:3]=[CH:4]/[C:5]([C:7]1[N:8]=[CH:9][N:10](C(C2C=CC=CC=2)(C2C=CC=CC=2)C2C=CC=CC=2)[CH:11]=1)=[O:6].ON.